Dataset: Forward reaction prediction with 1.9M reactions from USPTO patents (1976-2016). Task: Predict the product of the given reaction. (1) Given the reactants [CH3:1][C:2]([CH3:37])([CH3:36])[CH2:3][CH2:4][N:5]1[C:10](=[O:11])[C:9]([C:12]2[NH:17][C:16]3[CH:18]=[CH:19][C:20]([NH:22][S:23]([CH3:26])(=[O:25])=[O:24])=[CH:21][C:15]=3[S:14](=[O:28])(=[O:27])[N:13]=2)=[C:8]([OH:29])[CH:7]2[CH2:30][CH2:31][CH2:32][CH2:33][CH2:34][CH2:35][CH:6]12.[C:38](=O)([O-])[O-].[K+].[K+].IC, predict the reaction product. The product is: [CH3:1][C:2]([CH3:37])([CH3:36])[CH2:3][CH2:4][N:5]1[C:10](=[O:11])[C:9]([C:12]2[NH:17][C:16]3[CH:18]=[CH:19][C:20]([N:22]([CH3:38])[S:23]([CH3:26])(=[O:24])=[O:25])=[CH:21][C:15]=3[S:14](=[O:28])(=[O:27])[N:13]=2)=[C:8]([OH:29])[CH:7]2[CH2:30][CH2:31][CH2:32][CH2:33][CH2:34][CH2:35][CH:6]12. (2) Given the reactants [CH:1]1([CH:4]([C:10]2[CH:15]=[CH:14][C:13]([O:16][CH3:17])=[C:12]([O:18][CH2:19][C:20]3[CH:25]=[CH:24][C:23]([C:26]4[CH:31]=[C:30]([O:32][CH3:33])[CH:29]=[CH:28][C:27]=4[F:34])=[C:22]([CH2:35][C:36]([CH3:39])([CH3:38])[CH3:37])[N:21]=3)[CH:11]=2)[CH2:5][C:6]([O:8]C)=[O:7])[CH2:3][CH2:2]1.[OH-].[Na+], predict the reaction product. The product is: [CH:1]1([CH:4]([C:10]2[CH:15]=[CH:14][C:13]([O:16][CH3:17])=[C:12]([O:18][CH2:19][C:20]3[CH:25]=[CH:24][C:23]([C:26]4[CH:31]=[C:30]([O:32][CH3:33])[CH:29]=[CH:28][C:27]=4[F:34])=[C:22]([CH2:35][C:36]([CH3:39])([CH3:38])[CH3:37])[N:21]=3)[CH:11]=2)[CH2:5][C:6]([OH:8])=[O:7])[CH2:3][CH2:2]1.